From a dataset of Reaction yield outcomes from USPTO patents with 853,638 reactions. Predict the reaction yield, written as a fraction of the theoretical maximum amount of product (1.0 means a 100% yield; for example, 0.34 means a 34% yield). (1) The yield is 0.990. The catalyst is CO. The reactants are Cl[CH2:2][C:3]([NH:5][CH2:6][C:7]#[C:8][C:9]1[CH:10]=[C:11]2[C:16](=[CH:17][CH:18]=1)[N:15]=[CH:14][N:13]=[C:12]2[NH:19][C:20]1[CH:25]=[CH:24][C:23]([O:26][C:27]2[CH:28]=[N:29][CH:30]=[CH:31][CH:32]=2)=[C:22]([CH3:33])[CH:21]=1)=[O:4].[CH3:34][NH:35][CH3:36].C1COCC1. The product is [CH3:34][N:35]([CH3:36])[CH2:2][C:3]([NH:5][CH2:6][C:7]#[C:8][C:9]1[CH:10]=[C:11]2[C:16](=[CH:17][CH:18]=1)[N:15]=[CH:14][N:13]=[C:12]2[NH:19][C:20]1[CH:25]=[CH:24][C:23]([O:26][C:27]2[CH:28]=[N:29][CH:30]=[CH:31][CH:32]=2)=[C:22]([CH3:33])[CH:21]=1)=[O:4]. (2) The reactants are [CH:1]1([CH2:6][CH:7]([N:11]2[C:16](=[O:17])[CH:15]=[C:14]([O:18][C:19]3[CH:24]=[CH:23][CH:22]=[CH:21][C:20]=3[C:25]([N:27]3[CH2:31][CH2:30][CH2:29][CH2:28]3)=[O:26])[CH:13]=[N:12]2)[C:8](O)=[O:9])[CH2:5][CH2:4][CH2:3][CH2:2]1.[NH2:32][C:33]1[CH:37]=[CH:36][N:35]([CH2:38][C:39]([CH3:42])([OH:41])[CH3:40])[N:34]=1. No catalyst specified. The product is [CH:1]1([CH2:6][CH:7]([N:11]2[C:16](=[O:17])[CH:15]=[C:14]([O:18][C:19]3[CH:24]=[CH:23][CH:22]=[CH:21][C:20]=3[C:25]([N:27]3[CH2:31][CH2:30][CH2:29][CH2:28]3)=[O:26])[CH:13]=[N:12]2)[C:8]([NH:32][C:33]2[CH:37]=[CH:36][N:35]([CH2:38][C:39]([OH:41])([CH3:42])[CH3:40])[N:34]=2)=[O:9])[CH2:5][CH2:4][CH2:3][CH2:2]1. The yield is 0.190. (3) The reactants are [Br:1][C:2]1[CH:14]=[CH:13][C:12]2[C:11]3[C:6](=[CH:7][C:8]([Br:15])=[CH:9][CH:10]=3)[CH2:5][C:4]=2[CH:3]=1.Br[CH2:17][CH2:18][CH2:19][CH3:20].[OH-].[K+].[I-].[K+]. The catalyst is C1OCCOCCOCCOCCOCCOC1.O.CN(C=O)C. The product is [CH2:17]([C:5]1([CH2:14][CH2:2][CH2:3][CH3:4])[C:4]2[CH:3]=[C:2]([Br:1])[CH:14]=[CH:13][C:12]=2[C:11]2[C:6]1=[CH:7][C:8]([Br:15])=[CH:9][CH:10]=2)[CH2:18][CH2:19][CH3:20]. The yield is 0.800. (4) The reactants are [C:1]([O:4][CH2:5][C:6]1[C:7]([N:15]2[CH2:26][CH2:25][N:24]3[C:17](=[CH:18][C:19]4[CH2:20][C:21]([CH3:28])([CH3:27])[CH2:22][C:23]=43)[C:16]2=[O:29])=[N:8][CH:9]=[CH:10][C:11]=1B(O)O)(=[O:3])[CH3:2].Br[C:31]1[CH:32]=[C:33]([NH:39][C:40]2[CH:52]=[C:43]3[CH2:44][N:45]([CH2:48][CH2:49][O:50][CH3:51])[CH2:46][CH2:47][N:42]3[N:41]=2)[C:34](=[O:38])[N:35]([CH3:37])[CH:36]=1.[O-]P([O-])([O-])=O.[K+].[K+].[K+].C([O-])(=O)C.[Na+]. The catalyst is C1C=CC(P(C2C=CC=CC=2)[C-]2C=CC=C2)=CC=1.C1C=CC(P(C2C=CC=CC=2)[C-]2C=CC=C2)=CC=1.Cl[Pd]Cl.[Fe+2].O.C(#N)C. The product is [C:1]([O:4][CH2:5][C:6]1[C:7]([N:15]2[CH2:26][CH2:25][N:24]3[C:17](=[CH:18][C:19]4[CH2:20][C:21]([CH3:28])([CH3:27])[CH2:22][C:23]=43)[C:16]2=[O:29])=[N:8][CH:9]=[CH:10][C:11]=1[C:31]1[CH:32]=[C:33]([NH:39][C:40]2[CH:52]=[C:43]3[CH2:44][N:45]([CH2:48][CH2:49][O:50][CH3:51])[CH2:46][CH2:47][N:42]3[N:41]=2)[C:34](=[O:38])[N:35]([CH3:37])[CH:36]=1)(=[O:3])[CH3:2]. The yield is 0.500. (5) The reactants are C([O:5][C:6]([C:8]1[C:16]2[C:11](=[CH:12][C:13]([C:17]3(O)[CH2:22][CH2:21][O:20][CH2:19][CH2:18]3)=[CH:14][CH:15]=2)[NH:10][N:9]=1)=[O:7])(C)(C)C.C([SiH](CC)CC)C.ClCCl. The catalyst is FC(F)(F)C(O)=O. The product is [O:20]1[CH2:21][CH2:22][CH:17]([C:13]2[CH:12]=[C:11]3[C:16]([C:8]([C:6]([OH:7])=[O:5])=[N:9][NH:10]3)=[CH:15][CH:14]=2)[CH2:18][CH2:19]1. The yield is 0.600. (6) The reactants are [O:1]1[CH2:6][CH2:5][CH2:4][CH2:3][CH:2]1[N:7]1[C:15]2[C:10](=[CH:11][CH:12]=[C:13]([NH2:16])[CH:14]=2)[CH:9]=[N:8]1.Br[C:18]1[N:32]=[C:21]2[CH:22]=[CH:23][CH:24]=[C:25]([C:26]3[CH:31]=[CH:30][CH:29]=[CH:28][CH:27]=3)[N:20]2[N:19]=1.C1(P(C2C=CC=CC=2)C2C3OC4C(=CC=CC=4P(C4C=CC=CC=4)C4C=CC=CC=4)C(C)(C)C=3C=CC=2)C=CC=CC=1.C(=O)([O-])[O-].[Cs+].[Cs+]. The catalyst is O1CCOCC1.C1C=CC(/C=C/C(/C=C/C2C=CC=CC=2)=O)=CC=1.C1C=CC(/C=C/C(/C=C/C2C=CC=CC=2)=O)=CC=1.C1C=CC(/C=C/C(/C=C/C2C=CC=CC=2)=O)=CC=1.[Pd].[Pd]. The product is [C:26]1([C:25]2[N:20]3[N:19]=[C:18]([NH:16][C:13]4[CH:14]=[C:15]5[C:10]([CH:9]=[N:8][N:7]5[CH:2]5[CH2:3][CH2:4][CH2:5][CH2:6][O:1]5)=[CH:11][CH:12]=4)[N:32]=[C:21]3[CH:22]=[CH:23][CH:24]=2)[CH:27]=[CH:28][CH:29]=[CH:30][CH:31]=1. The yield is 0.150.